Dataset: Reaction yield outcomes from USPTO patents with 853,638 reactions. Task: Predict the reaction yield, written as a fraction of the theoretical maximum amount of product (1.0 means a 100% yield; for example, 0.34 means a 34% yield). The reactants are FC(F)(F)C(O)=O.[F:8][C:9]1[CH:10]=[C:11]([CH:18](C(OC(C)(C)C)=O)[C:19]([O:21][C:22](C)(C)[CH3:23])=[O:20])[CH:12]=[CH:13][C:14]=1[N+:15]([O-:17])=[O:16].S(=O)(=O)(O)O.C(O)C. The catalyst is C(Cl)Cl. The yield is 0.960. The product is [F:8][C:9]1[CH:10]=[C:11]([CH2:18][C:19]([O:21][CH2:22][CH3:23])=[O:20])[CH:12]=[CH:13][C:14]=1[N+:15]([O-:17])=[O:16].